This data is from Reaction yield outcomes from USPTO patents with 853,638 reactions. The task is: Predict the reaction yield, written as a fraction of the theoretical maximum amount of product (1.0 means a 100% yield; for example, 0.34 means a 34% yield). The reactants are [N:1]1[C:10]2[C:5](=[C:6](NC)[CH:7]=[CH:8][CH:9]=2)[CH:4]=[CH:3][CH:2]=1.[CH:13]([N:16](C(C)C)CC)(C)C.[C:22]([O:26][C:27](=[O:47])[NH:28][CH:29]1[CH2:34][CH2:33][CH:32]([CH2:35][NH:36][C:37]2[C:42]([N+:43]([O-:45])=[O:44])=[CH:41][N:40]=[C:39](Cl)[N:38]=2)[CH2:31][CH2:30]1)([CH3:25])([CH3:24])[CH3:23]. The catalyst is CN(C=O)C.C(#N)C.C(OCC)(=O)C. The product is [C:22]([O:26][C:27](=[O:47])[NH:28][CH:29]1[CH2:34][CH2:33][CH:32]([CH2:35][NH:36][C:37]2[C:42]([N+:43]([O-:45])=[O:44])=[CH:41][N:40]=[C:39]([NH:16][CH2:13][C:6]3[CH:7]=[CH:8][CH:9]=[C:10]4[C:5]=3[CH:4]=[CH:3][CH:2]=[N:1]4)[N:38]=2)[CH2:31][CH2:30]1)([CH3:25])([CH3:24])[CH3:23]. The yield is 1.00.